From a dataset of Full USPTO retrosynthesis dataset with 1.9M reactions from patents (1976-2016). Predict the reactants needed to synthesize the given product. Given the product [CH2:1]([N:8]([CH2:23][C:24]1[CH:29]=[CH:28][CH:27]=[CH:26][CH:25]=1)[C:9]1[CH:10]=[C:11]([C:16]2[O:22][N:19]=[CH:18][CH:17]=2)[CH:12]=[C:13]([F:15])[CH:14]=1)[C:2]1[CH:7]=[CH:6][CH:5]=[CH:4][CH:3]=1, predict the reactants needed to synthesize it. The reactants are: [CH2:1]([N:8]([CH2:23][C:24]1[CH:29]=[CH:28][CH:27]=[CH:26][CH:25]=1)[C:9]1[CH:10]=[C:11]([C:16](=[O:22])/[CH:17]=[CH:18]/[N:19](C)C)[CH:12]=[C:13]([F:15])[CH:14]=1)[C:2]1[CH:7]=[CH:6][CH:5]=[CH:4][CH:3]=1.Cl.NO.N1C=CC=CC=1.